This data is from Full USPTO retrosynthesis dataset with 1.9M reactions from patents (1976-2016). The task is: Predict the reactants needed to synthesize the given product. The reactants are: [Cl:1][C:2]1[CH:3]=[C:4]2[C:9](=[CH:10][CH:11]=1)[CH:8]=[C:7]([S:12]([NH:15][C@H:16]1[CH2:20][CH2:19][N:18]([C@@H:21]([CH3:25])[C:22]([OH:24])=O)[C:17]1=[O:26])(=[O:14])=[O:13])[CH:6]=[CH:5]2.Cl.CN(C)CCCN=C=NCC.C1C=CC2N(O)N=NC=2C=1.[NH:49]1[CH2:54][CH2:53][O:52][CH2:51][CH2:50]1. Given the product [Cl:1][C:2]1[CH:3]=[C:4]2[C:9](=[CH:10][CH:11]=1)[CH:8]=[C:7]([S:12]([NH:15][C@H:16]1[CH2:20][CH2:19][N:18]([C@@H:21]([CH3:25])[C:22]([N:49]3[CH2:54][CH2:53][O:52][CH2:51][CH2:50]3)=[O:24])[C:17]1=[O:26])(=[O:13])=[O:14])[CH:6]=[CH:5]2, predict the reactants needed to synthesize it.